From a dataset of Full USPTO retrosynthesis dataset with 1.9M reactions from patents (1976-2016). Predict the reactants needed to synthesize the given product. (1) Given the product [NH2:5][C:4]1[C:3]2[C:2](=[CH:9][CH:8]=[CH:7][C:6]=2[O:10][C:11]2[CH:16]=[CH:15][CH:14]=[CH:13][CH:12]=2)[N:1]=[C:18]([CH3:25])[C:19]=1[C:20]([O:22][CH2:23][CH3:24])=[O:21], predict the reactants needed to synthesize it. The reactants are: [NH2:1][C:2]1[CH:9]=[CH:8][CH:7]=[C:6]([O:10][C:11]2[CH:16]=[CH:15][CH:14]=[CH:13][CH:12]=2)[C:3]=1[C:4]#[N:5].O=[C:18]([CH3:25])[CH2:19][C:20]([O:22][CH2:23][CH3:24])=[O:21]. (2) Given the product [CH:6]1([CH2:5][CH:4]([C:11]2[CH:16]=[CH:15][CH:14]=[C:13]([S:17]([C:20]([F:23])([F:21])[F:22])(=[O:19])=[O:18])[CH:12]=2)[C:3]([OH:24])=[O:2])[CH2:10][CH2:9][CH2:8][CH2:7]1, predict the reactants needed to synthesize it. The reactants are: C[O:2][C:3](=[O:24])[CH:4]([C:11]1[CH:16]=[CH:15][CH:14]=[C:13]([S:17]([C:20]([F:23])([F:22])[F:21])(=[O:19])=[O:18])[CH:12]=1)[CH2:5][CH:6]1[CH2:10][CH2:9][CH2:8][CH2:7]1.[OH-].[Li+]. (3) Given the product [CH:1]1([N:6]2[CH2:12][C:11]([CH2:14][CH3:15])([F:13])[C:10](=[O:16])[N:9]([CH3:17])[C:8]3[CH:18]=[N:19][C:20]([NH:22][C:23]4[CH:31]=[CH:30][C:26]([C:27]([NH:49][CH:44]5[CH2:43][N:48]([CH3:47])[CH2:45]5)=[O:29])=[CH:25][C:24]=4[O:32][CH3:33])=[N:21][C:7]2=3)[CH2:5][CH2:4][CH2:3][CH2:2]1, predict the reactants needed to synthesize it. The reactants are: [CH:1]1([N:6]2[CH2:12][C:11]([CH2:14][CH3:15])([F:13])[C:10](=[O:16])[N:9]([CH3:17])[C:8]3[CH:18]=[N:19][C:20]([NH:22][C:23]4[CH:31]=[CH:30][C:26]([C:27]([OH:29])=O)=[CH:25][C:24]=4[O:32][CH3:33])=[N:21][C:7]2=3)[CH2:5][CH2:4][CH2:3][CH2:2]1.CN(C(ON1N=[N:49][C:44]2[CH:45]=C[CH:47]=[N:48][C:43]1=2)=[N+](C)C)C.F[P-](F)(F)(F)(F)F.Cl.CN1CC(N)C1. (4) The reactants are: [N:1]1([C:6]2[CH:11]=[CH:10][CH:9]=[CH:8][C:7]=2[CH2:12][C:13]([OH:15])=O)[CH:5]=[N:4][N:3]=[N:2]1.[NH2:16][C:17]1[C:22]([N+:23]([O-:25])=[O:24])=[CH:21][CH:20]=[CH:19][C:18]=1[OH:26].C(Cl)CCl.C1C=CC2N(O)N=NC=2C=1.CCN(C(C)C)C(C)C. Given the product [OH:26][C:18]1[CH:19]=[CH:20][CH:21]=[C:22]([N+:23]([O-:25])=[O:24])[C:17]=1[NH:16][C:13](=[O:15])[CH2:12][C:7]1[CH:8]=[CH:9][CH:10]=[CH:11][C:6]=1[N:1]1[CH:5]=[N:4][N:3]=[N:2]1, predict the reactants needed to synthesize it. (5) Given the product [Br:8][C:9]1[CH:14]=[CH:13][N:12]=[C:11]2[NH:15][C:16]([CH2:18][C:19]([NH:23][CH3:22])=[O:21])=[CH:17][C:10]=12, predict the reactants needed to synthesize it. The reactants are: FC(F)(F)C(O)=O.[Br:8][C:9]1[CH:14]=[CH:13][N:12]=[C:11]2[NH:15][C:16]([CH2:18][C:19]([OH:21])=O)=[CH:17][C:10]=12.[CH3:22][N:23](C(ON1N=NC2C=CC=CC1=2)=[N+](C)C)C.[B-](F)(F)(F)F.C(N(CC)C(C)C)(C)C.CN. (6) Given the product [NH:1]1[C:9]2[C:4](=[CH:5][C:6]([NH:10][C:11]3[N:16]4[N:17]=[CH:18][C:19]([C:20]([NH:42][S:39]([CH2:37][CH3:38])(=[O:41])=[O:40])=[O:21])=[C:15]4[N:14]=[CH:13][C:12]=3[C:23]([N:25]3[CH2:26][CH2:27][CH:28]([C:31]4[CH:36]=[CH:35][CH:34]=[CH:33][CH:32]=4)[CH2:29][CH2:30]3)=[O:24])=[CH:7][CH:8]=2)[CH:3]=[CH:2]1, predict the reactants needed to synthesize it. The reactants are: [NH:1]1[C:9]2[C:4](=[CH:5][C:6]([NH:10][C:11]3[N:16]4[N:17]=[CH:18][C:19]([C:20](O)=[O:21])=[C:15]4[N:14]=[CH:13][C:12]=3[C:23]([N:25]3[CH2:30][CH2:29][CH:28]([C:31]4[CH:36]=[CH:35][CH:34]=[CH:33][CH:32]=4)[CH2:27][CH2:26]3)=[O:24])=[CH:7][CH:8]=2)[CH:3]=[CH:2]1.[CH2:37]([S:39]([NH2:42])(=[O:41])=[O:40])[CH3:38]. (7) Given the product [C:22]([C:7]1[C:6](=[O:24])[N:5]([CH2:4][C:3]2[CH:25]=[CH:26][C:27]([CH3:29])=[CH:28][C:2]=2[CH3:1])[C:10]([C:11]2[CH:16]=[CH:15][C:14]([NH:44][C:40]3[CH:41]=[C:42]4[C:37](=[CH:38][CH:39]=3)[NH:36][C:35]([C:33]([O:32][CH2:30][CH3:31])=[O:34])=[CH:43]4)=[CH:13][CH:12]=2)=[CH:9][C:8]=1[C:18]([F:21])([F:20])[F:19])#[N:23], predict the reactants needed to synthesize it. The reactants are: [CH3:1][C:2]1[CH:28]=[C:27]([CH3:29])[CH:26]=[CH:25][C:3]=1[CH2:4][N:5]1[C:10]([C:11]2[CH:16]=[CH:15][C:14](C)=[CH:13][CH:12]=2)=[CH:9][C:8]([C:18]([F:21])([F:20])[F:19])=[C:7]([C:22]#[N:23])[C:6]1=[O:24].[CH2:30]([O:32][C:33]([C:35]1[NH:36][C:37]2[C:42]([CH:43]=1)=[CH:41][C:40]([NH2:44])=[CH:39][CH:38]=2)=[O:34])[CH3:31].C(P(C(C)(C)C)C1C=CC=CC=1C1C=CC=CC=1C)(C)(C)C.[O-]P([O-])([O-])=O.[K+].[K+].[K+]. (8) Given the product [CH3:23][S:20]([C:17]1[CH:18]=[CH:19][C:14]([N:11]2[CH2:12][CH2:13][NH:8][CH2:9][CH2:10]2)=[N:15][CH:16]=1)(=[O:22])=[O:21], predict the reactants needed to synthesize it. The reactants are: C(OC([N:8]1[CH2:13][CH2:12][N:11]([C:14]2[CH:19]=[CH:18][C:17]([S:20]([CH3:23])(=[O:22])=[O:21])=[CH:16][N:15]=2)[CH2:10][CH2:9]1)=O)(C)(C)C.C(O)(C(F)(F)F)=O.